This data is from CYP1A2 inhibition data for predicting drug metabolism from PubChem BioAssay. The task is: Regression/Classification. Given a drug SMILES string, predict its absorption, distribution, metabolism, or excretion properties. Task type varies by dataset: regression for continuous measurements (e.g., permeability, clearance, half-life) or binary classification for categorical outcomes (e.g., BBB penetration, CYP inhibition). Dataset: cyp1a2_veith. (1) The drug is CCN(CC(=O)O)C(=O)c1cccnc1. The result is 0 (non-inhibitor). (2) The molecule is Cn1c(Sc2ccc(-c3cccnc3)n2C)ccc1-c1cccnc1. The result is 1 (inhibitor). (3) The compound is Cn1c(=O)c2c(ncn2CCSS(=O)(=O)O)n(C)c1=O. The result is 0 (non-inhibitor). (4) The drug is CCN(CC)CCC[C@H](C)Nc1c2ccc(Cl)cc2nc2ccc(OC)cc12. The result is 1 (inhibitor). (5) The molecule is O=C1CCCN1CC(CN1CCOCC1)Sc1nnnn1-c1ccccc1. The result is 0 (non-inhibitor). (6) The compound is c1ccc(C[C@@H](Nc2cccnc2)c2ccccc2)cc1. The result is 1 (inhibitor).